This data is from Reaction yield outcomes from USPTO patents with 853,638 reactions. The task is: Predict the reaction yield, written as a fraction of the theoretical maximum amount of product (1.0 means a 100% yield; for example, 0.34 means a 34% yield). (1) The reactants are [CH3:1][Mg+].[Br-].CON(C)[C:7]([C:9]1[C:14](=[O:15])[C:13]([CH2:16][O:17][CH3:18])=[CH:12][N:11]([C:19]2[CH:24]=[CH:23][CH:22]=[C:21]([C:25]([F:28])([F:27])[F:26])[CH:20]=2)[N:10]=1)=[O:8]. The catalyst is C1COCC1. The product is [C:7]([C:9]1[C:14](=[O:15])[C:13]([CH2:16][O:17][CH3:18])=[CH:12][N:11]([C:19]2[CH:24]=[CH:23][CH:22]=[C:21]([C:25]([F:26])([F:28])[F:27])[CH:20]=2)[N:10]=1)(=[O:8])[CH3:1]. The yield is 0.830. (2) The reactants are [C:1]1([C:7]2[N:11]=[C:10]([CH:12](C)[CH2:13][C:14](OC)=O)[O:9][N:8]=2)[CH:6]=[CH:5][CH:4]=[CH:3][CH:2]=1.[OH-:19].[Na+].Cl.[CH3:22][OH:23]. No catalyst specified. The product is [C:1]1([C:7]2[N:11]=[C:10]([CH2:12][CH2:13][CH2:14][C:22]([OH:23])=[O:19])[O:9][N:8]=2)[CH:2]=[CH:3][CH:4]=[CH:5][CH:6]=1. The yield is 0.990. (3) The reactants are [C:1]([O:5][C:6]([NH:8][C@@H:9]([CH2:15][CH2:16][C:17](=[O:21])[CH:18]=[N+]=[N-])[C:10]([O:12][CH2:13][CH3:14])=[O:11])=[O:7])([CH3:4])([CH3:3])[CH3:2]. The catalyst is C(Cl)Cl. The product is [O:21]=[C:17]1[CH2:18][N:8]([C:6]([O:5][C:1]([CH3:4])([CH3:3])[CH3:2])=[O:7])[C@H:9]([C:10]([O:12][CH2:13][CH3:14])=[O:11])[CH2:15][CH2:16]1. The yield is 0.550. (4) The product is [Cl:1][C:2]1[CH:11]=[C:10]2[C:5]([N:6]=[C:7]([C:15]3[CH2:20][CH2:19][NH:18][CH2:17][CH:16]=3)[C:8]3[N:9]2[CH:12]=[N:13][N:14]=3)=[CH:4][CH:3]=1. The yield is 0.820. The reactants are [Cl:1][C:2]1[CH:11]=[C:10]2[C:5]([N:6]=[C:7]([C:15]3[CH2:20][CH2:19][N:18](C(OC(C)(C)C)=O)[CH2:17][CH:16]=3)[C:8]3[N:9]2[CH:12]=[N:13][N:14]=3)=[CH:4][CH:3]=1.C(Cl)Cl.FC(F)(F)C(O)=O. The catalyst is CO.C(Cl)Cl. (5) The reactants are C1(O[C:8](=[O:49])[N:9]([C:19]2[CH:24]=[C:23]([O:25][C:26]3[CH:31]=[CH:30][C:29]([NH:32][C:33]([C:35]4([C:38](=[O:47])[NH:39][C:40]5[CH:45]=[CH:44][C:43]([F:46])=[CH:42][CH:41]=5)[CH2:37][CH2:36]4)=[O:34])=[CH:28][C:27]=3[F:48])[CH:22]=[CH:21][N:20]=2)C(OC2C=CC=CC=2)=O)C=CC=CC=1.[CH3:50][N:51]1[CH2:56][CH2:55][CH:54]([N:57]2[CH2:62][CH2:61][NH:60][CH2:59][CH2:58]2)[CH2:53][CH2:52]1. The catalyst is CN(C)C=O. The product is [F:48][C:27]1[CH:28]=[C:29]([NH:32][C:33]([C:35]2([C:38]([NH:39][C:40]3[CH:41]=[CH:42][C:43]([F:46])=[CH:44][CH:45]=3)=[O:47])[CH2:36][CH2:37]2)=[O:34])[CH:30]=[CH:31][C:26]=1[O:25][C:23]1[CH:22]=[CH:21][N:20]=[C:19]([NH:9][C:8]([N:60]2[CH2:59][CH2:58][N:57]([CH:54]3[CH2:55][CH2:56][N:51]([CH3:50])[CH2:52][CH2:53]3)[CH2:62][CH2:61]2)=[O:49])[CH:24]=1. The yield is 0.890. (6) The reactants are [CH3:1][O:2][C:3]1[N:7]([C:8]2[CH:13]=[CH:12][C:11]([C:14](=[O:23])[NH:15][CH2:16][CH:17]3[CH2:22][CH2:21][O:20][CH2:19][CH2:18]3)=[CH:10][N:9]=2)[N:6]=[CH:5][C:4]=1C(O)=O.C(=O)(O)[O-].[Na+].[Br:32]N1C(=O)CCC1=O. The catalyst is CN(C=O)C.O. The product is [Br:32][C:4]1[CH:5]=[N:6][N:7]([C:8]2[CH:13]=[CH:12][C:11]([C:14]([NH:15][CH2:16][CH:17]3[CH2:22][CH2:21][O:20][CH2:19][CH2:18]3)=[O:23])=[CH:10][N:9]=2)[C:3]=1[O:2][CH3:1]. The yield is 0.840.